From a dataset of Forward reaction prediction with 1.9M reactions from USPTO patents (1976-2016). Predict the product of the given reaction. (1) Given the reactants [F:1][C:2]1[CH:3]=[C:4]2[C:10]([I:11])=[N:9][NH:8][C:5]2=[N:6][CH:7]=1.C(=O)([O-])[O-].[Cs+].[Cs+].Br[CH2:19][C:20]1[C:25]([F:26])=[CH:24][CH:23]=[CH:22][N:21]=1.O, predict the reaction product. The product is: [F:1][C:2]1[CH:3]=[C:4]2[C:10]([I:11])=[N:9][N:8]([CH2:19][C:20]3[C:25]([F:26])=[CH:24][CH:23]=[CH:22][N:21]=3)[C:5]2=[N:6][CH:7]=1. (2) Given the reactants [CH3:1][N:2]1[CH:6]=[CH:5][CH:4]=[C:3]1[C:7]([OH:9])=O.[CH3:10]N(C(ON1N=NC2C=CC=NC1=2)=[N+](C)C)C.F[P-](F)(F)(F)(F)F.CCN(C(C)C)C(C)C.Cl.N1[C:53]2[CH2:52][CH2:51][NH:50][CH2:49][C:48]=2[CH:47]=[CH:46][C:45]=1[C:54]([O:56][CH3:57])=[O:55], predict the reaction product. The product is: [CH3:1][N:2]1[CH:6]=[CH:5][CH:4]=[C:3]1[C:7]([N:50]1[CH2:51][CH2:52][C:53]2[C:48](=[CH:47][CH:46]=[C:45]([C:54]([O:56][CH3:57])=[O:55])[CH:10]=2)[CH2:49]1)=[O:9]. (3) Given the reactants [CH3:1][O:2][C:3]([C@@H:5]([NH:10][C:11]([O:13][CH2:14][C:15]1[CH:20]=[CH:19][CH:18]=[CH:17][CH:16]=1)=[O:12])[CH2:6][C:7](O)=[O:8])=[O:4].CN(C=O)C.C(Cl)(=O)C([Cl:29])=O, predict the reaction product. The product is: [CH2:14]([O:13][C:11]([NH:10][C@@H:5]([CH2:6][C:7]([Cl:29])=[O:8])[C:3]([O:2][CH3:1])=[O:4])=[O:12])[C:15]1[CH:20]=[CH:19][CH:18]=[CH:17][CH:16]=1. (4) Given the reactants Br[C:2]1[CH:3]=[C:4](/[CH:35]=[CH:36]/[C:37]([O:39][CH3:40])=[O:38])[C:5]2[N:6]([C:8]([C:29]3[CH:34]=[CH:33][CH:32]=[CH:31][CH:30]=3)=[C:9]([C:11]3[CH:16]=[CH:15][C:14]([C:17]4([NH:21]C(OC(C)(C)C)=O)[CH2:20][CH2:19][CH2:18]4)=[CH:13][CH:12]=3)[N:10]=2)[N:7]=1, predict the reaction product. The product is: [NH2:21][C:17]1([C:14]2[CH:15]=[CH:16][C:11]([C:9]3[N:10]=[C:5]4[C:4]([CH2:35][CH2:36][C:37]([O:39][CH3:40])=[O:38])=[CH:3][CH:2]=[N:7][N:6]4[C:8]=3[C:29]3[CH:30]=[CH:31][CH:32]=[CH:33][CH:34]=3)=[CH:12][CH:13]=2)[CH2:18][CH2:19][CH2:20]1. (5) The product is: [OH:1][C:2]1[CH:3]=[C:4]([CH3:28])[C:5]([CH:9]2[C:10](=[O:21])[CH:11]3[CH:16]([CH:15]4[CH2:19][CH2:20][CH:12]3[CH2:13][CH2:14]4)[C:17]2=[O:18])=[C:6]([CH3:8])[CH:7]=1. Given the reactants [OH:1][C:2]1[CH:7]=[C:6]([CH3:8])[C:5]([C:9]2[C:17](=[O:18])[CH:16]3[CH:11]([CH:12]4[CH2:20][CH2:19][CH:15]3[CH2:14][CH2:13]4)[C:10]=2[O:21]C(=O)C(C)(C)C)=[C:4]([CH3:28])[CH:3]=1.C(=O)([O-])[O-].[K+].[K+].Cl, predict the reaction product. (6) Given the reactants [C:1](=[O:4])([O-])[O-].[K+].[K+].[CH2:7]([O:14][C:15]1[CH:20]=[C:19]([O:21][CH2:22][O:23][CH3:24])[CH:18]=[CH:17][C:16]=1[C:25](=[O:28])[CH2:26]I)[C:8]1[CH:13]=[CH:12][CH:11]=[CH:10][CH:9]=1, predict the reaction product. The product is: [CH2:7]([O:14][C:15]1[CH:16]=[CH:17][C:18]([CH2:1][OH:4])=[C:19]([CH:20]=1)[O:21][CH2:26][C:25]([C:16]1[CH:17]=[CH:18][C:19]([O:21][CH2:22][O:23][CH3:24])=[CH:20][C:15]=1[O:14][CH2:7][C:8]1[CH:13]=[CH:12][CH:11]=[CH:10][CH:9]=1)=[O:28])[C:8]1[CH:9]=[CH:10][CH:11]=[CH:12][CH:13]=1. (7) The product is: [Cl:1][C:2]1[C:3]2[N:4]([C:10]([C@H:12]3[CH2:17][N:16]([C:18]([O:20][C:21]([CH3:22])([CH3:24])[CH3:23])=[O:19])[CH2:15][CH2:14][N:13]3[C:25]([O:27][C:28]([CH3:29])([CH3:31])[CH3:30])=[O:26])=[N:9][CH:8]=2)[CH:5]=[CH:6][N:7]=1. Given the reactants [Cl:1][C:2]1[C:3]([CH2:8][NH:9][C:10]([C@H:12]2[CH2:17][N:16]([C:18]([O:20][C:21]([CH3:24])([CH3:23])[CH3:22])=[O:19])[CH2:15][CH2:14][N:13]2[C:25]([O:27][C:28]([CH3:31])([CH3:30])[CH3:29])=[O:26])=O)=[N:4][CH:5]=[CH:6][N:7]=1.O=P(Cl)(Cl)Cl.CN(C=O)C.[NH4+].[OH-], predict the reaction product.